Dataset: Reaction yield outcomes from USPTO patents with 853,638 reactions. Task: Predict the reaction yield, written as a fraction of the theoretical maximum amount of product (1.0 means a 100% yield; for example, 0.34 means a 34% yield). (1) The reactants are [CH3:1][C:2]1[CH:3]=[CH:4][C:5]([CH2:8][O:9][C:10]2[CH:11]=[CH:12][C:13]([N+:34]([O-])=O)=[C:14]([CH:33]=2)[NH:15][CH2:16][C:17]2[CH:22]=[CH:21][C:20]([C:23]3[CH:28]=[CH:27][C:26]([C:29]([F:32])([F:31])[F:30])=[CH:25][CH:24]=3)=[CH:19][CH:18]=2)=[N:6][CH:7]=1. The catalyst is [Pt].C1COCC1. The product is [CH3:1][C:2]1[CH:3]=[CH:4][C:5]([CH2:8][O:9][C:10]2[CH:33]=[C:14]([NH:15][CH2:16][C:17]3[CH:22]=[CH:21][C:20]([C:23]4[CH:28]=[CH:27][C:26]([C:29]([F:32])([F:30])[F:31])=[CH:25][CH:24]=4)=[CH:19][CH:18]=3)[C:13]([NH2:34])=[CH:12][CH:11]=2)=[N:6][CH:7]=1. The yield is 0.970. (2) The reactants are C[Si]([N-][Si](C)(C)C)(C)C.[Li+].[OH:11][C@@H:12]([CH2:22][O:23][CH3:24])[C:13]([NH:15][C:16]1[S:20][N:19]=[C:18]([CH3:21])[N:17]=1)=[O:14].Cl[C:26]1[N:31]=[CH:30][N:29]=[C:28]2[N:32]([C:35]3[CH:40]=[CH:39][CH:38]=[CH:37][C:36]=3[Cl:41])[N:33]=[CH:34][C:27]=12. The catalyst is C1COCC1.CCOC(C)=O. The product is [Cl:41][C:36]1[CH:37]=[CH:38][CH:39]=[CH:40][C:35]=1[N:32]1[C:28]2=[N:29][CH:30]=[N:31][C:26]([O:11][C@@H:12]([CH2:22][O:23][CH3:24])[C:13]([NH:15][C:16]3[S:20][N:19]=[C:18]([CH3:21])[N:17]=3)=[O:14])=[C:27]2[CH:34]=[N:33]1. The yield is 0.110. (3) The reactants are [NH2:1][CH:2]([CH2:12][C:13]1[CH:18]=[CH:17][C:16]([O:19][C:20]2[CH:25]=[CH:24][CH:23]=[CH:22][CH:21]=2)=[CH:15][CH:14]=1)[CH:3]([C:5]1[CH:10]=[CH:9][C:8]([F:11])=[CH:7][CH:6]=1)[OH:4].[F:26][C:27]1[C:36]2[C:31](=[CH:32][CH:33]=[CH:34][CH:35]=2)[C:30]([C:37](O)=[O:38])=[CH:29][CH:28]=1.Cl.C(N=C=NCCCN(C)C)C.ON1C2C=CC=CC=2N=N1. The catalyst is C(#N)C.O. The product is [F:26][C:27]1[C:36]2[C:31](=[CH:32][CH:33]=[CH:34][CH:35]=2)[C:30]([C:37]([NH:1][CH:2]([CH2:12][C:13]2[CH:18]=[CH:17][C:16]([O:19][C:20]3[CH:25]=[CH:24][CH:23]=[CH:22][CH:21]=3)=[CH:15][CH:14]=2)[CH:3]([C:5]2[CH:6]=[CH:7][C:8]([F:11])=[CH:9][CH:10]=2)[OH:4])=[O:38])=[CH:29][CH:28]=1. The yield is 0.310. (4) The reactants are [CH2:1]([C:5]1[N:6]=[C:7]([CH3:27])[NH:8][C:9](=[O:26])[C:10]=1[CH2:11][C:12]1[CH:17]=[CH:16][C:15]([C:18]2[C:19]([C:24]#[N:25])=[CH:20][CH:21]=[CH:22][CH:23]=2)=[CH:14][CH:13]=1)[CH2:2][CH2:3][CH3:4].[H-].[Na+].Br[CH2:31][CH2:32][C:33]1[CH:38]=[CH:37][C:36]([F:39])=[CH:35][CH:34]=1.[Cl-].O[NH3+:42].[C:43](=[O:46])([O-])[OH:44].[Na+]. The catalyst is C(OCC)(=O)C.CS(C)=O.CN(C)C=O. The product is [CH2:1]([C:5]1[N:6]=[C:7]([CH3:27])[N:8]([CH2:31][CH2:32][C:33]2[CH:38]=[CH:37][C:36]([F:39])=[CH:35][CH:34]=2)[C:9](=[O:26])[C:10]=1[CH2:11][C:12]1[CH:17]=[CH:16][C:15]([C:18]2[CH:23]=[CH:22][CH:21]=[CH:20][C:19]=2[C:24]2[NH:42][C:43](=[O:46])[O:44][N:25]=2)=[CH:14][CH:13]=1)[CH2:2][CH2:3][CH3:4]. The yield is 0.160. (5) The reactants are Br[C:2]1[CH:3]=[C:4]([CH3:14])[C:5]2[O:9][C:8]([CH3:11])([CH3:10])[CH2:7][C:6]=2[C:12]=1[CH3:13].[CH3:15][O:16][C:17]1[CH:22]=[CH:21][C:20]([CH:23]2[O:28][CH2:27][CH2:26][NH:25][CH2:24]2)=[CH:19][CH:18]=1. The product is [CH3:15][O:16][C:17]1[CH:18]=[CH:19][C:20]([CH:23]2[O:28][CH2:27][CH2:26][N:25]([C:2]3[CH:3]=[C:4]([CH3:14])[C:5]4[O:9][C:8]([CH3:11])([CH3:10])[CH2:7][C:6]=4[C:12]=3[CH3:13])[CH2:24]2)=[CH:21][CH:22]=1. No catalyst specified. The yield is 0.560.